Dataset: Forward reaction prediction with 1.9M reactions from USPTO patents (1976-2016). Task: Predict the product of the given reaction. (1) Given the reactants C(O)(C(F)(F)F)=[O:2].CC1(C)[O:14][CH2:13][C:12]([CH2:17][N:18]2[CH:26]=[N:25][C:24]3[C:19]2=[N:20][C:21]([NH2:28])=[N:22][C:23]=3Cl)([CH2:15][OH:16])[CH2:11][O:10]1.O, predict the reaction product. The product is: [OH:10][CH2:11][C:12]([CH2:15][OH:16])([CH2:13][OH:14])[CH2:17][N:18]1[CH:26]=[N:25][C:24]2[C:23](=[O:2])[NH:22][C:21]([NH2:28])=[N:20][C:19]1=2. (2) Given the reactants [CH2:1]([OH:3])[CH3:2].Cl.CNCC([O:10][C:11]([CH3:14])([CH3:13])[CH3:12])=O.C([O:17][CH2:18]C)=O.[CH2:20]([N:22](CC)CC)C, predict the reaction product. The product is: [CH:18]([N:22]([CH3:20])[CH2:2][C:1]([O:10][C:11]([CH3:12])([CH3:13])[CH3:14])=[O:3])=[O:17]. (3) Given the reactants [CH2:1]([C:8]1[S:12][C:11]([NH2:13])=[N:10][C:9]=1[C:14]1[CH:19]=[CH:18][C:17]([O:20][CH3:21])=[CH:16][CH:15]=1)[C:2]1[CH:7]=[CH:6][CH:5]=[CH:4][CH:3]=1.C(N([CH2:27][CH3:28])CC)C.[C:29]1([CH3:39])[CH:34]=[CH:33][C:32]([S:35](Cl)(=[O:37])=[O:36])=[CH:31][CH:30]=1, predict the reaction product. The product is: [CH2:1]([C:8]1[S:12][C:11]([N:13]([S:35]([C:32]2[CH:33]=[CH:34][C:27]([CH3:28])=[CH:30][CH:31]=2)(=[O:37])=[O:36])[S:35]([C:32]2[CH:33]=[CH:34][C:29]([CH3:39])=[CH:30][CH:31]=2)(=[O:37])=[O:36])=[N:10][C:9]=1[C:14]1[CH:15]=[CH:16][C:17]([O:20][CH3:21])=[CH:18][CH:19]=1)[C:2]1[CH:3]=[CH:4][CH:5]=[CH:6][CH:7]=1. (4) Given the reactants [CH3:1][O:2][CH:3]([O:21][CH3:22])[CH:4]1[S:8][C:7]([C:9]2[NH:10][C:11]3[C:16]([CH:17]=2)=[CH:15][CH:14]=[CH:13][C:12]=3[N+:18]([O-])=O)=[N:6][CH2:5]1.O.NN, predict the reaction product. The product is: [CH3:22][O:21][CH:3]([O:2][CH3:1])[CH:4]1[S:8][C:7]([C:9]2[NH:10][C:11]3[C:16]([CH:17]=2)=[CH:15][CH:14]=[CH:13][C:12]=3[NH2:18])=[N:6][CH2:5]1. (5) Given the reactants [O:1]=[C:2]1[N:10]2[CH:11]([C:14]3[C:15]([C:20]#[N:21])=[N:16][CH:17]=[CH:18][CH:19]=3)[CH2:12][O:13][C:8]3=[C:9]2[C:4](=[CH:5][CH:6]=[CH:7]3)[NH:3]1.[Br:22]N1C(=O)CCC1=O, predict the reaction product. The product is: [Br:22][C:7]1[C:8]2[O:13][CH2:12][CH:11]([C:14]3[C:15]([C:20]#[N:21])=[N:16][CH:17]=[CH:18][CH:19]=3)[N:10]3[C:2](=[O:1])[NH:3][C:4]([C:9]=23)=[CH:5][CH:6]=1. (6) Given the reactants O[CH:2]1[CH2:7][CH2:6][N:5]([C:8]([O:10][C:11]([CH3:14])([CH3:13])[CH3:12])=[O:9])[CH2:4][CH:3]1[C:15]([O:17][CH3:18])=[O:16].C(N(CC)CC)C.FC(F)(F)C(OC(=O)C(F)(F)F)=O, predict the reaction product. The product is: [N:5]1([C:8]([O:10][C:11]([CH3:14])([CH3:13])[CH3:12])=[O:9])[CH2:6][CH2:7][CH:2]=[C:3]([C:15]([O:17][CH3:18])=[O:16])[CH2:4]1.